This data is from Peptide-MHC class I binding affinity with 185,985 pairs from IEDB/IMGT. The task is: Regression. Given a peptide amino acid sequence and an MHC pseudo amino acid sequence, predict their binding affinity value. This is MHC class I binding data. (1) The peptide sequence is KIDILQMREI. The MHC is HLA-A02:02 with pseudo-sequence HLA-A02:02. The binding affinity (normalized) is 0.339. (2) The peptide sequence is GHHTNFESF. The MHC is Mamu-B17 with pseudo-sequence Mamu-B17. The binding affinity (normalized) is 0.102. (3) The peptide sequence is SINKVYGRY. The MHC is HLA-A33:01 with pseudo-sequence HLA-A33:01. The binding affinity (normalized) is 0. (4) The peptide sequence is HEGEGIPLY. The MHC is HLA-B58:01 with pseudo-sequence HLA-B58:01. The binding affinity (normalized) is 0.0847. (5) The peptide sequence is VTTWEDVPY. The MHC is HLA-A01:01 with pseudo-sequence HLA-A01:01. The binding affinity (normalized) is 0.422. (6) The peptide sequence is FVVTLIPLCR. The MHC is HLA-A33:01 with pseudo-sequence HLA-A33:01. The binding affinity (normalized) is 0.771.